This data is from Full USPTO retrosynthesis dataset with 1.9M reactions from patents (1976-2016). The task is: Predict the reactants needed to synthesize the given product. (1) Given the product [N:38]1([CH2:37][CH2:36][N:1]2[CH:5]=[C:4]([C:6]3[CH:7]=[N:8][N:9]4[C:14]([C:15]5[CH:16]=[C:17]([NH:21][C:22](=[O:33])[C:23]6[CH:28]=[CH:27][CH:26]=[C:25]([C:29]([F:32])([F:31])[F:30])[CH:24]=6)[CH:18]=[CH:19][CH:20]=5)=[CH:13][CH:12]=[N:11][C:10]=34)[CH:3]=[N:2]2)[CH2:42][CH2:41][CH2:40][CH2:39]1, predict the reactants needed to synthesize it. The reactants are: [NH:1]1[CH:5]=[C:4]([C:6]2[CH:7]=[N:8][N:9]3[C:14]([C:15]4[CH:16]=[C:17]([NH:21][C:22](=[O:33])[C:23]5[CH:28]=[CH:27][CH:26]=[C:25]([C:29]([F:32])([F:31])[F:30])[CH:24]=5)[CH:18]=[CH:19][CH:20]=4)=[CH:13][CH:12]=[N:11][C:10]=23)[CH:3]=[N:2]1.Cl.Cl[CH2:36][CH2:37][N:38]1[CH2:42][CH2:41][CH2:40][CH2:39]1.C(=O)([O-])[O-].[Cs+].[Cs+]. (2) Given the product [ClH:17].[NH2:1][C@@H:2]1[CH2:7][CH2:6][C@H:5]([NH:8][C@@H:9]([C:18]([N:20]2[CH2:25][CH2:24][CH:23]([N:26]([CH:34]3[CH2:35][CH2:36][CH2:37][CH2:38][CH2:39][CH2:40]3)[C:27]([N:29]([CH2:30][CH3:31])[CH2:32][CH3:33])=[O:28])[CH2:22][CH2:21]2)=[O:19])[CH2:10][C:11]2[CH:12]=[CH:13][C:14]([Cl:17])=[CH:15][CH:16]=2)[CH2:4][CH2:3]1, predict the reactants needed to synthesize it. The reactants are: [NH2:1][C@@H:2]1[CH2:7][CH2:6][C@H:5]([NH:8][C@@H:9]([C:18]([N:20]2[CH2:25][CH2:24][CH:23]([N:26]([CH:34]3[CH2:40][CH2:39][CH2:38][CH2:37][CH2:36][CH2:35]3)[C:27]([N:29]([CH2:32][CH3:33])[CH2:30][CH3:31])=[O:28])[CH2:22][CH2:21]2)=[O:19])[CH2:10][C:11]2[CH:16]=[CH:15][C:14]([Cl:17])=[CH:13][CH:12]=2)[CH2:4][CH2:3]1.Cl.